Dataset: Peptide-MHC class I binding affinity with 185,985 pairs from IEDB/IMGT. Task: Regression. Given a peptide amino acid sequence and an MHC pseudo amino acid sequence, predict their binding affinity value. This is MHC class I binding data. The peptide sequence is SIMKNTTNTR. The MHC is HLA-A68:01 with pseudo-sequence HLA-A68:01. The binding affinity (normalized) is 0.544.